Dataset: Peptide-MHC class I binding affinity with 185,985 pairs from IEDB/IMGT. Task: Regression. Given a peptide amino acid sequence and an MHC pseudo amino acid sequence, predict their binding affinity value. This is MHC class I binding data. (1) The peptide sequence is SMRSVQRNTV. The MHC is HLA-A26:01 with pseudo-sequence HLA-A26:01. The binding affinity (normalized) is 0. (2) The peptide sequence is RTNFLIKFL. The MHC is HLA-B15:01 with pseudo-sequence HLA-B15:01. The binding affinity (normalized) is 0.